Task: Regression. Given two drug SMILES strings and cell line genomic features, predict the synergy score measuring deviation from expected non-interaction effect.. Dataset: NCI-60 drug combinations with 297,098 pairs across 59 cell lines (1) Drug 1: C1=C(C(=O)NC(=O)N1)N(CCCl)CCCl. Drug 2: CC(C)NC(=O)C1=CC=C(C=C1)CNNC.Cl. Cell line: BT-549. Synergy scores: CSS=24.4, Synergy_ZIP=1.09, Synergy_Bliss=6.27, Synergy_Loewe=-0.808, Synergy_HSA=5.82. (2) Drug 1: C1CCC(C1)C(CC#N)N2C=C(C=N2)C3=C4C=CNC4=NC=N3. Drug 2: C1=C(C(=O)NC(=O)N1)F. Cell line: LOX IMVI. Synergy scores: CSS=35.3, Synergy_ZIP=-3.50, Synergy_Bliss=-4.43, Synergy_Loewe=-3.23, Synergy_HSA=-1.37. (3) Drug 1: C1CC(=O)NC(=O)C1N2CC3=C(C2=O)C=CC=C3N. Drug 2: C1=CC(=CC=C1CCC2=CNC3=C2C(=O)NC(=N3)N)C(=O)NC(CCC(=O)O)C(=O)O. Cell line: SNB-19. Synergy scores: CSS=35.6, Synergy_ZIP=-3.24, Synergy_Bliss=-4.80, Synergy_Loewe=-22.3, Synergy_HSA=-1.94. (4) Drug 1: C1=CC=C(C(=C1)C(C2=CC=C(C=C2)Cl)C(Cl)Cl)Cl. Drug 2: CN(C(=O)NC(C=O)C(C(C(CO)O)O)O)N=O. Cell line: CAKI-1. Synergy scores: CSS=-0.131, Synergy_ZIP=0.0469, Synergy_Bliss=-2.22, Synergy_Loewe=-0.771, Synergy_HSA=-2.66. (5) Drug 1: COC1=CC(=CC(=C1O)OC)C2C3C(COC3=O)C(C4=CC5=C(C=C24)OCO5)OC6C(C(C7C(O6)COC(O7)C8=CC=CS8)O)O. Drug 2: C(CC(=O)O)C(=O)CN.Cl. Cell line: MALME-3M. Synergy scores: CSS=26.1, Synergy_ZIP=-8.67, Synergy_Bliss=-4.99, Synergy_Loewe=-31.7, Synergy_HSA=-2.37. (6) Drug 1: CC1=C(C(CCC1)(C)C)C=CC(=CC=CC(=CC(=O)O)C)C. Drug 2: CNC(=O)C1=NC=CC(=C1)OC2=CC=C(C=C2)NC(=O)NC3=CC(=C(C=C3)Cl)C(F)(F)F. Cell line: HOP-62. Synergy scores: CSS=-3.35, Synergy_ZIP=9.16, Synergy_Bliss=3.37, Synergy_Loewe=6.07, Synergy_HSA=1.29.